This data is from Forward reaction prediction with 1.9M reactions from USPTO patents (1976-2016). The task is: Predict the product of the given reaction. (1) Given the reactants Cl.Cl.[NH2:3][CH2:4][CH2:5][CH2:6][C:7]1[N:8]=[C:9]([NH2:12])[NH:10][CH:11]=1.[Cl:13]C(Cl)(Cl)[C:15]([C:17]1[NH:18][CH:19]=[CH:20][CH:21]=1)=[O:16].C(=O)([O-])[O-].[Na+].[Na+], predict the reaction product. The product is: [ClH:13].[NH2:12][C:9]1[NH:10][CH:11]=[C:7]([CH2:6][CH2:5][CH2:4][NH:3][C:15]([C:17]2[NH:18][CH:19]=[CH:20][CH:21]=2)=[O:16])[N:8]=1. (2) Given the reactants [CH3:1][O:2][C:3](=[O:24])[C:4]1[CH:9]=[C:8]([S:10](=[O:22])(=[O:21])[NH:11][CH2:12][CH2:13][C:14]2[CH:19]=[CH:18][C:17]([OH:20])=[CH:16][CH:15]=2)[CH:7]=[CH:6][C:5]=1[CH3:23].[Cl:25][C:26]1[CH:31]=[CH:30][C:29](B(O)O)=[CH:28][CH:27]=1.C(N(CC)CC)C, predict the reaction product. The product is: [CH3:1][O:2][C:3](=[O:24])[C:4]1[CH:9]=[C:8]([S:10](=[O:22])(=[O:21])[NH:11][CH2:12][CH2:13][C:14]2[CH:19]=[CH:18][C:17]([O:20][C:29]3[CH:30]=[CH:31][C:26]([Cl:25])=[CH:27][CH:28]=3)=[CH:16][CH:15]=2)[CH:7]=[CH:6][C:5]=1[CH3:23].